Predict the reactants needed to synthesize the given product. From a dataset of Full USPTO retrosynthesis dataset with 1.9M reactions from patents (1976-2016). (1) Given the product [Cl:8][C:6]1[N:5]=[CH:4][N:3]=[C:2]([NH:23][CH2:22][CH2:21][CH2:20][N:19]([CH3:24])[CH3:18])[CH:7]=1, predict the reactants needed to synthesize it. The reactants are: Cl[C:2]1[CH:7]=[C:6]([Cl:8])[N:5]=[CH:4][N:3]=1.CCN(C(C)C)C(C)C.[CH3:18][N:19]([CH3:24])[CH2:20][CH2:21][CH2:22][NH2:23].O. (2) Given the product [CH2:1]([C:3]1[C:8]([OH:9])=[CH:7][CH:6]=[CH:5][C:4]=1[C:18]1[N:22]=[C:21]([C:23]2[CH:24]=[CH:25][C:26]([O:31][CH:32]([CH3:33])[CH3:34])=[C:27]([CH:30]=2)[C:28]#[N:29])[O:20][N:19]=1)[CH3:2], predict the reactants needed to synthesize it. The reactants are: [CH2:1]([C:3]1[C:8]([O:9]COCC[Si](C)(C)C)=[CH:7][CH:6]=[CH:5][C:4]=1[C:18]1[N:22]=[C:21]([C:23]2[CH:24]=[CH:25][C:26]([O:31][CH:32]([CH3:34])[CH3:33])=[C:27]([CH:30]=2)[C:28]#[N:29])[O:20][N:19]=1)[CH3:2].CCCC[N+](CCCC)(CCCC)CCCC.[F-]. (3) Given the product [C:1]([O:5][C:6]([N:8]([CH2:13][CH2:14][S:15][S:16][C:17]([CH3:20])([CH3:19])[CH3:18])[CH2:9][C:10]([O:12][CH2:22][C:23]#[N:24])=[O:11])=[O:7])([CH3:4])([CH3:3])[CH3:2], predict the reactants needed to synthesize it. The reactants are: [C:1]([O:5][C:6]([N:8]([CH2:13][CH2:14][S:15][S:16][C:17]([CH3:20])([CH3:19])[CH3:18])[CH2:9][C:10]([OH:12])=[O:11])=[O:7])([CH3:4])([CH3:3])[CH3:2].Br[CH2:22][C:23]#[N:24].CCN(C(C)C)C(C)C.[Cl-].[NH4+]. (4) Given the product [C:1]([O:5][C:6]([N:8]1[CH2:13][CH2:12][CH:11]([C:14]2[CH:19]=[C:18]([CH3:20])[C:17]([C:21]([N:47]([C:37]([O:39][CH2:40][C:41]3[CH:46]=[CH:45][CH:44]=[CH:43][CH:42]=3)=[O:38])[C:48]([NH2:50])=[NH:49])=[O:22])=[CH:16][C:15]=2[S:24]([CH3:27])(=[O:26])=[O:25])[CH2:10][CH2:9]1)=[O:7])([CH3:3])([CH3:4])[CH3:2], predict the reactants needed to synthesize it. The reactants are: [C:1]([O:5][C:6]([N:8]1[CH2:13][CH2:12][CH:11]([C:14]2[CH:19]=[C:18]([CH3:20])[C:17]([C:21](O)=[O:22])=[CH:16][C:15]=2[S:24]([CH3:27])(=[O:26])=[O:25])[CH2:10][CH2:9]1)=[O:7])([CH3:4])([CH3:3])[CH3:2].[I-].ClC1C=CC=C[N+]=1C.[C:37]([NH:47][C:48]([NH2:50])=[NH:49])([O:39][CH2:40][C:41]1[CH:46]=[CH:45][CH:44]=[CH:43][CH:42]=1)=[O:38].C(N(CC)C(C)C)(C)C. (5) Given the product [CH:1]1([CH2:4][NH:5][C:6]2[CH:11]=[CH:10][N:9]=[C:8]([C:12]3[CH:13]=[CH:14][C:15]([CH2:16][NH2:17])=[CH:25][CH:26]=3)[N:7]=2)[CH2:3][CH2:2]1, predict the reactants needed to synthesize it. The reactants are: [CH:1]1([CH2:4][NH:5][C:6]2[CH:11]=[CH:10][N:9]=[C:8]([C:12]3[CH:26]=[CH:25][C:15]([CH2:16][NH:17]C(OC(C)(C)C)=O)=[CH:14][CH:13]=3)[N:7]=2)[CH2:3][CH2:2]1.FC(F)(F)C(O)=O. (6) Given the product [Cl:1][C:2]1[CH:3]=[CH:4][C:5]([C:28]#[N:29])=[C:6]([C:8]2[C:13]([O:14][CH3:15])=[CH:12][N:11]([CH:16]([CH2:20][CH:21]3[CH2:26][CH2:25][CH2:24][O:23][CH2:22]3)[C:17]([NH:30][C:31]3[CH:43]=[CH:42][C:34]([C:35]([O:37][C:38]([CH3:39])([CH3:40])[CH3:41])=[O:36])=[CH:33][CH:32]=3)=[O:19])[C:10](=[O:27])[CH:9]=2)[CH:7]=1, predict the reactants needed to synthesize it. The reactants are: [Cl:1][C:2]1[CH:3]=[CH:4][C:5]([C:28]#[N:29])=[C:6]([C:8]2[C:13]([O:14][CH3:15])=[CH:12][N:11]([CH:16]([CH2:20][CH:21]3[CH2:26][CH2:25][CH2:24][O:23][CH2:22]3)[C:17]([OH:19])=O)[C:10](=[O:27])[CH:9]=2)[CH:7]=1.[NH2:30][C:31]1[CH:43]=[CH:42][C:34]([C:35]([O:37][C:38]([CH3:41])([CH3:40])[CH3:39])=[O:36])=[CH:33][CH:32]=1. (7) Given the product [CH2:3]([C:4]1[C:5]([C:4]2[CH:5]=[CH:6][CH:1]=[CH:2][CH:3]=2)=[C:6]2[C:1](=[C:2]([C:4]3[CH:5]=[CH:6][CH:1]=[CH:2][CH:3]=3)[C:3]=1[CH2:6][CH2:1][CH2:2][CH3:3])[C:3]1=[C:5]3[C:4]2=[CH:3][CH:2]=[CH:1][C:6]3=[CH:6][CH:1]=[CH:2]1)[CH2:2][CH2:1][CH3:6], predict the reactants needed to synthesize it. The reactants are: [CH:1]1[CH:6]=[CH:5][C:4](C2C(=O)C([C:1]3[CH:6]=[CH:5][CH:4]=[CH:3][CH:2]=3)=C3C=2[C:1]2[C:6]4C3=CC=C[C:5]=4[CH:4]=[CH:3][CH:2]=2)=[CH:3][CH:2]=1. (8) Given the product [Br-:10].[CH2:1]([N+:5]1[CH:9]=[CH:8][N:7]([CH2:26][CH2:25][CH2:24][CH2:23][CH2:22][CH2:21][CH2:20][CH2:19][CH2:18][CH2:17][CH2:16][CH2:15][CH2:14][CH2:13][CH2:12][CH3:11])[CH:6]=1)[CH2:2][CH2:3][CH3:4], predict the reactants needed to synthesize it. The reactants are: [CH2:1]([N:5]1[CH:9]=[CH:8][N:7]=[CH:6]1)[CH2:2][CH2:3][CH3:4].[Br:10][CH2:11][CH2:12][CH2:13][CH2:14][CH2:15][CH2:16][CH2:17][CH2:18][CH2:19][CH2:20][CH2:21][CH2:22][CH2:23][CH2:24][CH2:25][CH3:26].